Task: Predict the reactants needed to synthesize the given product.. Dataset: Full USPTO retrosynthesis dataset with 1.9M reactions from patents (1976-2016) (1) Given the product [CH2:1]([N:8]([CH:16]1[CH2:21][CH2:20][CH:19]([NH:23][C:24]2[CH:33]=[CH:32][CH:31]=[C:30]3[C:25]=2[C:26]([CH:34]=[CH2:35])=[CH:27][N:28]=[CH:29]3)[CH2:18][CH2:17]1)[C:9](=[O:15])[O:10][C:11]([CH3:14])([CH3:13])[CH3:12])[C:2]1[CH:7]=[CH:6][CH:5]=[CH:4][CH:3]=1, predict the reactants needed to synthesize it. The reactants are: [CH2:1]([N:8]([CH:16]1[CH2:21][CH2:20][C:19](=O)[CH2:18][CH2:17]1)[C:9](=[O:15])[O:10][C:11]([CH3:14])([CH3:13])[CH3:12])[C:2]1[CH:7]=[CH:6][CH:5]=[CH:4][CH:3]=1.[NH2:23][C:24]1[CH:33]=[CH:32][CH:31]=[C:30]2[C:25]=1[C:26]([CH:34]=[CH2:35])=[CH:27][N:28]=[CH:29]2.O.C1(C)C=CC(S(O)(=O)=O)=CC=1.[BH4-].[Na+]. (2) Given the product [CH2:1]([O:3][C:4](=[O:20])[C:5]1[CH:6]=[C:7]([C:14]2[N:18]([CH3:19])[N:17]=[N:16][N:15]=2)[CH:8]=[C:9]([NH2:11])[CH:10]=1)[CH3:2], predict the reactants needed to synthesize it. The reactants are: [CH2:1]([O:3][C:4](=[O:20])[C:5]1[CH:10]=[C:9]([N+:11]([O-])=O)[CH:8]=[C:7]([C:14]2[N:18]([CH3:19])[N:17]=[N:16][N:15]=2)[CH:6]=1)[CH3:2].